Dataset: Experimentally validated miRNA-target interactions with 360,000+ pairs, plus equal number of negative samples. Task: Binary Classification. Given a miRNA mature sequence and a target amino acid sequence, predict their likelihood of interaction. (1) The miRNA is hsa-miR-4777-3p with sequence AUACCUCAUCUAGAAUGCUGUA. The protein sequence of the target gene is MSPAPRPSRSLLLPLLTLGTALASLGWAQGSNFSPEAWLQQYGYLPPGDLRTHTQRSPQSLSAAIAAMQKFYGLQVTGKADLATMMAMRRPRCGVPDKFGTEIKANVRRKRYAIQGLKWQHNEITFCIQNYTPKVGEYATFEAIRKAFRVWESATPLRFREVPYAYIREGHEKQADIMILFAEGFHGDSTPFDGEGGFLAHAYFPGPNIGGDTHFDSAEPWTVQNEDLNGNDIFLVAVHELGHALGLEHSNDPSAIMAPFYQWMDTENFVLPDDDRRGIQQLYGSKSGSPTKMPPQPRTT.... Result: 0 (no interaction). (2) The miRNA is hsa-miR-15a-5p with sequence UAGCAGCACAUAAUGGUUUGUG. The protein sequence of the target gene is MAASWRLGCDPRLLRYLVGFPGRRSVGLVKGALGWSVSRGANWRWFHSTQWLRGDPIKILMPSLSPTMEEGNIVKWLKKEGEAVSAGDALCEIETDKAVVTLDASDDGILAKIVVEEGSKNIRLGSLIGLIVEEGEDWKHVEIPKDVGPPPPVSKPSEPRPSPEPQISIPVKKEHIPGTLRFRLSPAARNILEKHSLDASQGTATGPRGIFTKEDALKLVQLKQTGKITESRPTPAPTATPTAPSPLQATAGPSYPRPVIPPVSTPGQPNAVGTFTEIPASNIRRVIAKRLTESKSTVPH.... Result: 1 (interaction). (3) The miRNA is hsa-miR-595 with sequence GAAGUGUGCCGUGGUGUGUCU. Result: 0 (no interaction). The protein sequence of the target gene is MMNFLRRRLSDSSFIANLPNGYMTDLQRPEPQQPPPAPGPGAATASAATSAASPGPERRPPPAQAPAPQPAPQPAPTPSVGSSFFSSLSQAVKQTAASAGLVDAPAPSAASRKAKVLLVVDEPHTDWAKCFRGKKILGDYDIKVEQAEFSELNLVAHADGTYAVDMQVLRNGTKVVRSFRPDFVLIRQHAFGMAENEDFRHLVIGMQYAGLPSINSLESIYNFCDKPWVFAQMVAIFKTLGGEKFPLIEQTYYPNHREMLTLPTFPVVVKIGHAHSGMGKVKVENHYDFQDIASVVALTQ.... (4) The miRNA is hsa-miR-651-5p with sequence UUUAGGAUAAGCUUGACUUUUG. The protein sequence of the target gene is MLRGPGPGRLLLLAVLCLGTSVRCTEAGKSKRQAQQIVQPQSPVAVSQSKPGCFDNGKHYQINQQWERTYLGNALVCTCYGGSRGFNCESKPEPEETCFDKYTGNTYKVGDTYERPKDSMIWDCTCIGAGRGRISCTIANRCHEGGQSYKIGDKWRRPHETGGYMLECLCLGNGKGEWTCKPIAEKCFDHAAGTSYVVGETWEKPYQGWMMVDCTCLGEGNGRITCTSRNRCNDQDTRTSYRIGDTWSKKDNRGNLLQCVCTGNGRGEWKCERHALQSASAGSGSFTDVRTAIYQPQTHP.... Result: 0 (no interaction). (5) The miRNA is hsa-miR-940 with sequence AAGGCAGGGCCCCCGCUCCCC. The protein sequence of the target gene is MDTSCVHMLLSLLALLQLVAAGSSPGPDAIPRGCPSHCHCELDGRMLLRVDCSDLGLSELPSNLSVFTSYLDLSMNNISQLPASLLHRLCFLEELRLAGNALTHIPKGAFTGLHSLKVLMLQNNQLRQVPEEALQNLRSLQSLRLDANHISYVPPSCFSGLHSLRHLWLDDNALTDVPVQAFRSLSALQAMTLALNKIHHIADYAFGNLSSLVVLHLHNNRIHSLGKKCFDGLHSLETLDLNYNNLDEFPTAIKTLSNLKELGFHSNNIRSIPERAFVGNPSLITIHFYDNPIQFVGVSA.... Result: 0 (no interaction). (6) The miRNA is hsa-miR-106b-5p with sequence UAAAGUGCUGACAGUGCAGAU. The protein sequence of the target gene is MENQLAKSTEERTFQYQDSLPSLPVPSLEESLKKYLESVKPFANQEEYKKTEEIVQKFQSGIGEKLHQKLLERAKGKRNWLEEWWLNVAYLDVRIPSQLNVNFAGPAAHFEHYWPPKEGTQLERGSITLWHNLNYWQLLRKEKVPVHKVGNTPLDMNQFRMLFSTCKVPGITRDSIMNYFRTESEGRSPNHIVVLCRGRAFVFDVIHEGCLVTPPELLRQLTYIHKKCHSEPDGPGIAALTSEERTRWAKAREYLIGLDPENLALLEKIQSSLLVYSMEDSSPHVTPEDYSEIIAAILIG.... Result: 1 (interaction). (7) Result: 0 (no interaction). The miRNA is hsa-miR-6861-5p with sequence ACUGGGUAGGUGGGGCUCCAGG. The protein sequence of the target gene is MWLWEDQGGLLGPFSFVLVLLLVVTRSPFNACVLTGSLYILLRFFSFEPVPSRRALQVLKPRDRVSAIAHRGGSHDAPENTLAAIRQAAKNGATGVELDIEFTSDGVPVLMHDNTVDRTTDGSGRLCDLTFEQVRKLNPAANHRLRNEFPDERIPTLKEAVTECLRHNLTIFFDVKGHADMASAALKNIYTEFPQLYNNSMVCSFLPEVIYKMRQTDQKVITALTHRPWSLSHTGDGKPRYSVFWKQSVFVVLDILLDWSMHNVLWYLCGISAFLMQKDFVSPDYLKKWSAKGIQVVSWT....